The task is: Predict the reactants needed to synthesize the given product.. This data is from Full USPTO retrosynthesis dataset with 1.9M reactions from patents (1976-2016). (1) Given the product [CH3:24][C:18](=[CH:17][CH:16]=[CH:15][C:14]([CH3:25])=[CH:13][CH:12]=[CH:11][CH:10]=[C:9]([CH3:26])[CH:8]=[CH:7][CH:6]=[CH:5][CH2:4][OH:28])[CH:19]([CH3:30])[OH:21], predict the reactants needed to synthesize it. The reactants are: C(O[C:4](=[O:28])[C:5](C)=[CH:6][CH:7]=[CH:8][C:9]([CH3:26])=[CH:10][CH:11]=[CH:12][CH:13]=[C:14]([CH3:25])[CH:15]=[CH:16][CH:17]=[C:18]([CH3:24])[C:19]([O:21]CC)=O)C.[H-].[CH2:30]([Al+]CC(C)C)C(C)C.C1(C)C=CC=CC=1.[OH-].[Na+]. (2) The reactants are: [F:1][C:2]1[CH:10]=[C:9]2[C:5]([C:6](/[CH:30]=[CH:31]/[C:32]3[CH:37]=[CH:36][CH:35]=[C:34]([F:38])[CH:33]=3)=[N:7][N:8]2[C:11]([C:24]2[CH:29]=[CH:28][CH:27]=[CH:26][CH:25]=2)([C:18]2[CH:23]=[CH:22][CH:21]=[CH:20][CH:19]=2)[C:12]2[CH:17]=[CH:16][CH:15]=[CH:14][CH:13]=2)=[CH:4][C:3]=1C(O)=O.C([N:44]([CH2:47]C)CC)C.[CH3:49][C:50]([OH:53])([CH3:52])[CH3:51].C1(P(N=[N+]=[N-])(C2C=CC=CC=2)=[O:61])C=CC=CC=1. Given the product [C:50]([O:53][C:47](=[O:61])[NH:44][C:3]1[CH:4]=[C:5]2[C:9](=[CH:10][C:2]=1[F:1])[N:8]([C:11]([C:18]1[CH:23]=[CH:22][CH:21]=[CH:20][CH:19]=1)([C:24]1[CH:29]=[CH:28][CH:27]=[CH:26][CH:25]=1)[C:12]1[CH:17]=[CH:16][CH:15]=[CH:14][CH:13]=1)[N:7]=[C:6]2/[CH:30]=[CH:31]/[C:32]1[CH:37]=[CH:36][CH:35]=[C:34]([F:38])[CH:33]=1)([CH3:52])([CH3:51])[CH3:49], predict the reactants needed to synthesize it.